Predict which catalyst facilitates the given reaction. From a dataset of Catalyst prediction with 721,799 reactions and 888 catalyst types from USPTO. Reactant: [NH2:1][C@@H:2]([CH2:33][C:34]1[CH:39]=[CH:38][CH:37]=[CH:36][CH:35]=1)[C@@H:3]([OH:32])[CH2:4][C@H:5]([NH:19][C:20]([C@@H:22]([NH:27][C:28](=[O:31])[O:29][CH3:30])[C:23]([CH3:26])([CH3:25])[CH3:24])=[O:21])[CH2:6][C:7]1[CH:12]=[CH:11][C:10]([C:13]2[CH:18]=[CH:17][CH:16]=[CH:15][N:14]=2)=[CH:9][CH:8]=1.[CH3:40][C:41]([CH3:53])([CH3:52])[C@H:42]([N:46]1[CH2:50][CH2:49][NH:48][C:47]1=[O:51])[C:43](O)=[O:44].CCOP(ON1N=NC2C=CC=CC=2C1=O)(OCC)=O.C(N(CC)C(C)C)(C)C. Product: [CH3:40][C:41]([CH3:53])([CH3:52])[C@H:42]([N:46]1[CH2:50][CH2:49][NH:48][C:47]1=[O:51])[C:43]([NH:1][C@@H:2]([CH2:33][C:34]1[CH:35]=[CH:36][CH:37]=[CH:38][CH:39]=1)[C@@H:3]([OH:32])[CH2:4][C@H:5]([NH:19][C:20]([C@@H:22]([NH:27][C:28](=[O:31])[O:29][CH3:30])[C:23]([CH3:26])([CH3:25])[CH3:24])=[O:21])[CH2:6][C:7]1[CH:12]=[CH:11][C:10]([C:13]2[CH:18]=[CH:17][CH:16]=[CH:15][N:14]=2)=[CH:9][CH:8]=1)=[O:44]. The catalyst class is: 7.